From a dataset of Reaction yield outcomes from USPTO patents with 853,638 reactions. Predict the reaction yield, written as a fraction of the theoretical maximum amount of product (1.0 means a 100% yield; for example, 0.34 means a 34% yield). (1) The reactants are [C:1]([C:3]1[C:8]2[S:9][CH:10]=[CH:11][C:7]=2[C:6]([NH:12][C@H:13]([C@@H:26]([OH:28])[CH3:27])[C:14]([NH:16][NH:17][C:18](=O)[C:19]2[CH:24]=[CH:23][CH:22]=[CH:21][CH:20]=2)=[O:15])=[CH:5][CH:4]=1)#[N:2].CCN(P1(N(C)CCCN1C)=NC(C)(C)C)CC.CO. The catalyst is C1COCC1. The product is [OH:28][C@@H:26]([CH3:27])[C@@H:13]([NH:12][C:6]1[C:7]2[CH:11]=[CH:10][S:9][C:8]=2[C:3]([C:1]#[N:2])=[CH:4][CH:5]=1)[C:14]1[O:15][C:18]([C:19]2[CH:20]=[CH:21][CH:22]=[CH:23][CH:24]=2)=[N:17][N:16]=1. The yield is 0.250. (2) The reactants are [Cl:1][C:2]1[CH:25]=[CH:24][CH:23]=[CH:22][C:3]=1[CH2:4][CH:5]1[CH2:10][CH2:9][CH:8]([CH2:11][O:12][C:13]2[CH:20]=[CH:19][CH:18]=[C:17](F)[C:14]=2[C:15]#[N:16])[CH2:7][CH2:6]1.C(=O)(O)O.[NH2:30][C:31]([NH2:33])=[NH:32]. The catalyst is CC(N(C)C)=O. The product is [Cl:1][C:2]1[CH:25]=[CH:24][CH:23]=[CH:22][C:3]=1[CH2:4][CH:5]1[CH2:6][CH2:7][CH:8]([CH2:11][O:12][C:13]2[CH:20]=[CH:19][CH:18]=[C:17]3[C:14]=2[C:15]([NH2:16])=[N:32][C:31]([NH2:33])=[N:30]3)[CH2:9][CH2:10]1. The yield is 0.790.